From a dataset of TCR-epitope binding with 47,182 pairs between 192 epitopes and 23,139 TCRs. Binary Classification. Given a T-cell receptor sequence (or CDR3 region) and an epitope sequence, predict whether binding occurs between them. (1) The epitope is LLSAGIFGA. The TCR CDR3 sequence is CASTDRGREQFF. Result: 1 (the TCR binds to the epitope). (2) The epitope is RIFTIGTVTLK. The TCR CDR3 sequence is CASSTGQGASNEKLFF. Result: 0 (the TCR does not bind to the epitope). (3) The epitope is VVYRGTTTY. The TCR CDR3 sequence is CASSLLWAEYNEQFF. Result: 0 (the TCR does not bind to the epitope).